From a dataset of Full USPTO retrosynthesis dataset with 1.9M reactions from patents (1976-2016). Predict the reactants needed to synthesize the given product. (1) The reactants are: [F:1][C:2]1[CH:17]=[C:16]([C:18]2[C:19]3[C:20]4[CH:33]=[CH:32][S:31][C:21]=4[C:22](=[O:30])[NH:23][C:24]=3[CH:25]=[CH:26][C:27]=2[O:28][CH3:29])[CH:15]=[CH:14][C:3]=1[CH2:4][CH2:5][NH:6][C:7](=[O:13])[O:8][C:9]([CH3:12])([CH3:11])[CH3:10].C1C(=O)N([Cl:41])C(=O)C1. Given the product [Cl:41][C:25]1[C:24]2[NH:23][C:22](=[O:30])[C:21]3[S:31][CH:32]=[CH:33][C:20]=3[C:19]=2[C:18]([C:16]2[CH:15]=[CH:14][C:3]([CH2:4][CH2:5][NH:6][C:7](=[O:13])[O:8][C:9]([CH3:12])([CH3:11])[CH3:10])=[C:2]([F:1])[CH:17]=2)=[C:27]([O:28][CH3:29])[CH:26]=1, predict the reactants needed to synthesize it. (2) Given the product [C:9](/[C:8](=[C:11]1/[NH:12][C:13]2[CH:21]=[CH:20][CH:19]=[CH:18][C:14]=2[N:15]/1[CH2:16][CH3:17])/[C:6]1[C:5]([CH3:22])=[CH:4][N:3]=[C:2]([NH:1][C:30](=[O:31])[CH2:29][N:28]2[CH2:23][CH2:24][O:25][CH2:26][CH2:27]2)[N:7]=1)#[N:10], predict the reactants needed to synthesize it. The reactants are: [NH2:1][C:2]1[N:7]=[C:6](/[C:8](=[C:11]2\[NH:12][C:13]3[CH:21]=[CH:20][CH:19]=[CH:18][C:14]=3[N:15]\2[CH2:16][CH3:17])/[C:9]#[N:10])[C:5]([CH3:22])=[CH:4][N:3]=1.[CH2:23]1[N:28]([CH2:29][C:30](O)=[O:31])[CH2:27][CH2:26][O:25][CH2:24]1. (3) Given the product [Cl:32][C:31]1([Cl:33])[C:16](=[O:23])[C:15]2[C:14]3[C:22]4=[C:10]([O:9][CH2:8][CH:7]([C:1]5[CH:6]=[CH:5][CH:4]=[CH:3][CH:2]=5)[N:21]4[C:20]=2[CH2:19][CH2:18]1)[CH:11]=[CH:12][CH:13]=3, predict the reactants needed to synthesize it. The reactants are: [C:1]1([CH:7]2[N:21]3[C:22]4[C:14]([C:15]5[C:16](=[O:23])C[CH2:18][CH2:19][C:20]=53)=[CH:13][CH:12]=[CH:11][C:10]=4[O:9][CH2:8]2)[CH:6]=[CH:5][CH:4]=[CH:3][CH:2]=1.FC(F)(F)C(O)=O.[CH2:31]([Cl:33])[Cl:32]. (4) Given the product [Br:27][C:12]1[N:11]=[CH:10][N:9]=[C:8]2[N:4]([CH2:3][CH:2]([C:14]3[CH:19]=[CH:18][CH:17]=[CH:16][CH:15]=3)[OH:1])[N:5]=[CH:6][C:7]=12, predict the reactants needed to synthesize it. The reactants are: [OH:1][CH:2]([C:14]1[CH:19]=[CH:18][CH:17]=[CH:16][CH:15]=1)[CH2:3][N:4]1[C:8]2[N:9]=[CH:10][NH:11][C:12](=O)[C:7]=2[CH:6]=[N:5]1.C1C(=O)N([Br:27])C(=O)C1.CN(C)P(N(C)C)N(C)C.[Li+].[Br-]. (5) Given the product [N+:1]([C:4]1[CH:12]=[C:11]2[C:7]([C:8]([CH2:21][OH:22])=[N:9][N:10]2[CH2:13][O:14][CH2:15][CH2:16][Si:17]([CH3:18])([CH3:19])[CH3:20])=[CH:6][CH:5]=1)([O-:3])=[O:2], predict the reactants needed to synthesize it. The reactants are: [N+:1]([C:4]1[CH:12]=[C:11]2[C:7]([C:8]([C:21](OC)=[O:22])=[N:9][N:10]2[CH2:13][O:14][CH2:15][CH2:16][Si:17]([CH3:20])([CH3:19])[CH3:18])=[CH:6][CH:5]=1)([O-:3])=[O:2].[H-].[Li+].[Al+3].[H-].[H-].[H-]. (6) Given the product [C:1]([C:5]1[CH:10]=[CH:9][C:8]([O:11][CH2:17][CH:14]([CH3:13])[CH2:15][O:16][C:20]2[CH:25]=[CH:24][C:23]([CH:26]([C:32]#[C:33][CH3:34])[CH2:27][C:28]([OH:30])=[O:29])=[CH:22][CH:21]=2)=[C:7]([Cl:12])[CH:6]=1)([CH3:4])([CH3:2])[CH3:3], predict the reactants needed to synthesize it. The reactants are: [C:1]([C:5]1[CH:10]=[CH:9][C:8]([OH:11])=[C:7]([Cl:12])[CH:6]=1)([CH3:4])([CH3:3])[CH3:2].[CH3:13][CH:14]([CH2:17]O)[CH2:15][OH:16].O[C:20]1[CH:25]=[CH:24][C:23]([CH:26]([C:32]#[C:33][CH3:34])[CH2:27][C:28]([O:30]C)=[O:29])=[CH:22][CH:21]=1. (7) Given the product [CH3:18][N:19]1[CH2:24][CH2:23][N:22]([C:2]2[N:7]=[C:6]([N:8]3[CH2:13][CH2:12][CH:11]([CH3:14])[CH2:10][CH2:9]3)[C:5]([N+:15]([O-:17])=[O:16])=[CH:4][N:3]=2)[CH2:21][CH2:20]1, predict the reactants needed to synthesize it. The reactants are: Cl[C:2]1[N:7]=[C:6]([N:8]2[CH2:13][CH2:12][CH:11]([CH3:14])[CH2:10][CH2:9]2)[C:5]([N+:15]([O-:17])=[O:16])=[CH:4][N:3]=1.[CH3:18][N:19]1[CH2:24][CH2:23][NH:22][CH2:21][CH2:20]1. (8) Given the product [O:8]=[C:6]1[NH:5][CH2:4][C@H:3]([CH2:2][O:1][S:18]([C:13]2[CH:14]=[CH:15][CH:16]=[CH:17][C:12]=2[N+:9]([O-:11])=[O:10])(=[O:19])=[O:20])[O:7]1, predict the reactants needed to synthesize it. The reactants are: [OH:1][CH2:2][C@@H:3]1[O:7][C:6](=[O:8])[NH:5][CH2:4]1.[N+:9]([C:12]1[CH:17]=[CH:16][CH:15]=[CH:14][C:13]=1[S:18](Cl)(=[O:20])=[O:19])([O-:11])=[O:10].O.